This data is from Forward reaction prediction with 1.9M reactions from USPTO patents (1976-2016). The task is: Predict the product of the given reaction. (1) Given the reactants [OH:1][C:2]1[NH:3][C:4]2[C:9]([C:10]=1[C:11]1[CH:16]=[CH:15][C:14]([CH2:17][N:18]3[CH2:23][CH2:22][O:21][CH2:20][CH2:19]3)=[CH:13][N:12]=1)=[CH:8][C:7]([C:24](OC)=[O:25])=[CH:6][CH:5]=2.[CH2:28]([NH2:34])[CH:29]1[O:33][CH2:32][CH2:31][CH2:30]1.C([O-])(O)=O.[Na+].[ClH:40], predict the reaction product. The product is: [ClH:40].[OH:1][C:2]1[NH:3][C:4]2[C:9]([C:10]=1[C:11]1[CH:16]=[CH:15][C:14]([CH2:17][N:18]3[CH2:23][CH2:22][O:21][CH2:20][CH2:19]3)=[CH:13][N:12]=1)=[CH:8][C:7]([C:24]([NH:34][CH2:28][CH:29]1[CH2:30][CH2:31][CH2:32][O:33]1)=[O:25])=[CH:6][CH:5]=2. (2) Given the reactants [Cl:1][C:2]1[C:7]([C:8]([N:10]([CH2:27][CH2:28][OH:29])[C:11]2[CH:12]=[C:13]3[C:17](=[CH:18][CH:19]=2)[N:16]([C:20]2[CH:21]=[N:22][C:23]([CH3:26])=[N:24][CH:25]=2)[CH:15]=[CH:14]3)=[O:9])=[C:6](Cl)[N:5]=[CH:4][N:3]=1.C(N(CC)CC)C, predict the reaction product. The product is: [Cl:1][C:2]1[C:7]2[C:8](=[O:9])[N:10]([C:11]3[CH:12]=[C:13]4[C:17](=[CH:18][CH:19]=3)[N:16]([C:20]3[CH:21]=[N:22][C:23]([CH3:26])=[N:24][CH:25]=3)[CH:15]=[CH:14]4)[CH2:27][CH2:28][O:29][C:6]=2[N:5]=[CH:4][N:3]=1.